Dataset: Cav3 T-type calcium channel HTS with 100,875 compounds. Task: Binary Classification. Given a drug SMILES string, predict its activity (active/inactive) in a high-throughput screening assay against a specified biological target. (1) The drug is Clc1ccc(c2nc3SCCCn3c(=O)c2C#N)cc1. The result is 0 (inactive). (2) The result is 0 (inactive). The compound is O=C(N1CCN(CC1)Cc1cc2OCOc2cc1)Cn1c2c3c(c1=O)cccc3ccc2. (3) The drug is O(CC(=O)NC(=O)c1n(ccc1)C)C(=O)c1ccc(cc1)C. The result is 0 (inactive). (4) The drug is O1CCN(CC1)c1ncnc(NC(=O)c2ccccc2)c1. The result is 0 (inactive). (5) The compound is s1c(NC(=O)c2c(occ2)C)c(c(c1C)C)C(OCC)=O. The result is 0 (inactive). (6) The compound is O(c1c(N\C(Nc2nc(cc(n2)C)C)=N/C(=O)COc2ccc(OC)cc2)cccc1)CCC. The result is 1 (active). (7) The molecule is S(=O)(=O)(N1CCN(CC1)CC)c1ccc(S(=O)(=O)N(Cc2ccccc2)CC)cc1. The result is 0 (inactive).